This data is from Catalyst prediction with 721,799 reactions and 888 catalyst types from USPTO. The task is: Predict which catalyst facilitates the given reaction. (1) Reactant: Cl[CH2:2][C:3]([NH:5][C:6]1[CH:20]=[CH:19][C:9]2[O:10][C:11]3[CH2:18][CH2:17][CH2:16][CH2:15][CH2:14][CH2:13][C:12]=3[C:8]=2[CH:7]=1)=[O:4].C(=O)([O-])[O-:22].[Cs+].[Cs+]. Product: [CH:7]1[C:8]2[C:12]3[CH2:13][CH2:14][CH2:15][CH2:16][CH2:17][CH2:18][C:11]=3[O:10][C:9]=2[CH:19]=[CH:20][C:6]=1[NH:5][C:3](=[O:4])[CH2:2][OH:22]. The catalyst class is: 192. (2) Reactant: [CH2:1]([O:8][C:9]1[C:10](Br)=[CH:11][C:12]2[CH2:16][CH:15]([CH3:17])[S:14][C:13]=2[CH:18]=1)[C:2]1[CH:7]=[CH:6][CH:5]=[CH:4][CH:3]=1.[Li]CCCC.[B:25](OC)([O:28]C)[O:26]C.Cl. Product: [CH2:1]([O:8][C:9]1[C:10]([B:25]([OH:28])[OH:26])=[CH:11][C:12]2[CH2:16][CH:15]([CH3:17])[S:14][C:13]=2[CH:18]=1)[C:2]1[CH:7]=[CH:6][CH:5]=[CH:4][CH:3]=1. The catalyst class is: 49. (3) Reactant: C(OC(=O)[NH:7][CH2:8][C:9]1[C:14]([N:15]2[CH:19]=[N:18][CH:17]=[N:16]2)=[CH:13][CH:12]=[CH:11][N:10]=1)(C)(C)C.C(Cl)[Cl:22]. Product: [ClH:22].[N:15]1([C:14]2[C:9]([CH2:8][NH2:7])=[N:10][CH:11]=[CH:12][CH:13]=2)[CH:19]=[N:18][CH:17]=[N:16]1. The catalyst class is: 5.